This data is from TCR-epitope binding with 47,182 pairs between 192 epitopes and 23,139 TCRs. The task is: Binary Classification. Given a T-cell receptor sequence (or CDR3 region) and an epitope sequence, predict whether binding occurs between them. (1) The epitope is VLAWLYAAV. The TCR CDR3 sequence is CASSLLVGRAGSYEQYF. Result: 0 (the TCR does not bind to the epitope). (2) The epitope is TVYDPLQPELDSFK. The TCR CDR3 sequence is CASSEDGMNTEAFF. Result: 0 (the TCR does not bind to the epitope). (3) The epitope is YIFFASFYY. The TCR CDR3 sequence is CASSSWRQSQETQYF. Result: 0 (the TCR does not bind to the epitope). (4) The epitope is VLAWLYAAV. The TCR CDR3 sequence is CAISTESGEQFF. Result: 1 (the TCR binds to the epitope). (5) The epitope is KRWIIMGLNK. The TCR CDR3 sequence is CASSQGDSGTDTQYF. Result: 0 (the TCR does not bind to the epitope). (6) The epitope is FLPRVFSAV. The TCR CDR3 sequence is CASSEYYAGYTF. Result: 1 (the TCR binds to the epitope). (7) The epitope is TAFTIPSI. The TCR CDR3 sequence is CASSYSTGAYDEQFF. Result: 0 (the TCR does not bind to the epitope). (8) The epitope is VTEHDTLLY. The TCR CDR3 sequence is CAGTLAGGTDTQYF. Result: 1 (the TCR binds to the epitope).